Dataset: Reaction yield outcomes from USPTO patents with 853,638 reactions. Task: Predict the reaction yield, written as a fraction of the theoretical maximum amount of product (1.0 means a 100% yield; for example, 0.34 means a 34% yield). The product is [CH:8]1([O:12][CH2:1][CH2:2][C:3]#[CH:4])[CH2:7][CH2:6][CH2:11][CH2:10][CH2:9]1. The reactants are [CH2:1]([Li])[CH2:2][CH2:3][CH3:4].[CH3:6][CH2:7][CH2:8][CH2:9][CH2:10][CH3:11].[OH2:12]. No catalyst specified. The yield is 0.710.